The task is: Predict the product of the given reaction.. This data is from Forward reaction prediction with 1.9M reactions from USPTO patents (1976-2016). (1) Given the reactants C([O:8][C:9]1[C:14]([N+:15]([O-:17])=[O:16])=[C:13]([C:18]2[CH:23]=[CH:22][C:21]([Cl:24])=[CH:20][C:19]=2[Cl:25])[CH:12]=[CH:11][N:10]=1)C1C=CC=CC=1, predict the reaction product. The product is: [Cl:25][C:19]1[CH:20]=[C:21]([Cl:24])[CH:22]=[CH:23][C:18]=1[C:13]1[CH:12]=[CH:11][NH:10][C:9](=[O:8])[C:14]=1[N+:15]([O-:17])=[O:16]. (2) Given the reactants [N:1]1[CH:6]=[CH:5][CH:4]=[C:3]([N:7]2[CH:11]=[C:10]([NH2:12])[CH:9]=[N:8]2)[CH:2]=1.[F:13][C:14]([F:22])([F:21])[CH2:15][CH:16]([CH3:20])[C:17](O)=[O:18].Cl.CN(C)CCCN=C=NCC, predict the reaction product. The product is: [F:13][C:14]([F:22])([F:21])[CH2:15][CH:16]([CH3:20])[C:17]([NH:12][C:10]1[CH:9]=[N:8][N:7]([C:3]2[CH:2]=[N:1][CH:6]=[CH:5][CH:4]=2)[CH:11]=1)=[O:18]. (3) Given the reactants [O:1]=[C:2]1[CH2:6][CH2:5][CH2:4][N:3]1[C@@H:7]1[CH2:12][CH2:11][C@H:10]([O:13]C(=O)C2C=CC([N+]([O-])=O)=CC=2)[CH2:9][CH2:8]1.C(=O)([O-])[O-].[K+].[K+], predict the reaction product. The product is: [OH:13][C@@H:10]1[CH2:9][CH2:8][C@H:7]([N:3]2[CH2:4][CH2:5][CH2:6][C:2]2=[O:1])[CH2:12][CH2:11]1. (4) Given the reactants C[O:2][C:3]([CH:5]1[CH2:9][CH2:8][CH2:7][N:6]1[C:10](=[O:29])[CH2:11][O:12][C:13]1[C:22]2[C:17](=[CH:18][C:19]([Cl:24])=[CH:20][C:21]=2[Cl:23])[CH:16]=[C:15]([C:25]([O:27]C)=[O:26])[CH:14]=1)=[O:4].[Li+].[OH-], predict the reaction product. The product is: [C:25]([C:15]1[CH:14]=[C:13]([O:12][CH2:11][C:10]([N:6]2[CH2:7][CH2:8][CH2:9][CH:5]2[C:3]([OH:4])=[O:2])=[O:29])[C:22]2[C:17]([CH:16]=1)=[CH:18][C:19]([Cl:24])=[CH:20][C:21]=2[Cl:23])([OH:27])=[O:26]. (5) Given the reactants [C:1]([O:5][C:6]([NH:8][C@H:9]([C:14]([O:16][CH2:17][O:18][C:19](=[O:43])[N:20]([C:33]1[N:42]=[C:36]2[CH:37]=[CH:38][C:39](Cl)=[CH:40][N:35]2[N:34]=1)[C:21]1[CH:26]=[CH:25][C:24]([S:27]([CH3:30])(=[O:29])=[O:28])=[CH:23][C:22]=1[O:31][CH3:32])=[O:15])[C:10]([CH3:13])([CH3:12])[CH3:11])=[O:7])([CH3:4])([CH3:3])[CH3:2].[F:44][C:45]1[CH:50]=[CH:49][C:48]([C@@H:51]([CH3:64])[C:52]([NH:54][C:55]2[CH:60]=[CH:59][C:58](B(O)O)=[CH:57][CH:56]=2)=[O:53])=[CH:47][CH:46]=1.O.P([O-])([O-])([O-])=O.[K+].[K+].[K+].C1(P(C2CCCCC2)C2C=CC=CC=2C2C(OC)=CC=CC=2OC)CCCCC1, predict the reaction product. The product is: [C:1]([O:5][C:6]([NH:8][C@H:9]([C:14]([O:16][CH2:17][O:18][C:19](=[O:43])[N:20]([C:33]1[N:42]=[C:36]2[CH:37]=[CH:38][C:39]([C:58]3[CH:57]=[CH:56][C:55]([NH:54][C:52](=[O:53])[C@@H:51]([C:48]4[CH:47]=[CH:46][C:45]([F:44])=[CH:50][CH:49]=4)[CH3:64])=[CH:60][CH:59]=3)=[CH:40][N:35]2[N:34]=1)[C:21]1[CH:26]=[CH:25][C:24]([S:27]([CH3:30])(=[O:29])=[O:28])=[CH:23][C:22]=1[O:31][CH3:32])=[O:15])[C:10]([CH3:13])([CH3:12])[CH3:11])=[O:7])([CH3:4])([CH3:3])[CH3:2]. (6) Given the reactants [NH:1]1[CH2:5][CH2:4][CH:3]([OH:6])[CH2:2]1.C(=O)([O-])[O-].[K+].[K+].[C:13](O[C:13]([O:15][C:16]([CH3:19])([CH3:18])[CH3:17])=[O:14])([O:15][C:16]([CH3:19])([CH3:18])[CH3:17])=[O:14], predict the reaction product. The product is: [OH:6][CH:3]1[CH2:4][CH2:5][N:1]([C:13]([O:15][C:16]([CH3:19])([CH3:18])[CH3:17])=[O:14])[CH2:2]1. (7) Given the reactants [ClH:1].[CH3:2][O:3][CH2:4][CH2:5][O:6][C:7]1[CH:8]=[C:9]2[C:21]([NH:22][C:23]3[CH:24]=[CH:25][CH:26]=[C:27]([C:29]#[CH:30])[CH:28]=3)=[N:20][CH:19]=[N:18][C:10]2=[CH:11][C:12]=1[O:13][CH2:14][CH2:15][O:16][CH3:17], predict the reaction product. The product is: [CH3:2][O:3][CH2:4][CH2:5][O:6][C:7]1[CH:8]=[C:9]2[C:21]([NH:22][C:23]3[CH:24]=[CH:25][CH:26]=[C:27]([C:29]#[CH:30])[CH:28]=3)=[N:20][CH:19]=[N:18][C:10]2=[CH:11][C:12]=1[O:13][CH2:14][CH2:15][O:16][CH3:17].[ClH:1]. (8) Given the reactants [C:1]1([CH3:7])[CH:6]=[CH:5][CH:4]=[CH:3][CH:2]=1.[CH2:8]([OH:10])[CH3:9], predict the reaction product. The product is: [C:8]([CH:2]1[CH2:3][CH:4]2[CH2:7][CH:1]1[CH:6]=[CH:5]2)(=[O:10])[CH3:9]. (9) Given the reactants COC[O:4][C:5]1[CH:6]=[CH:7][C:8]2[C@@H:9]3[C@@H:17]([C@H:18]([CH2:22][CH2:23][CH2:24][CH2:25][O:26][CH2:27][CH2:28][O:29][CH2:30][CH2:31][O:32][CH2:33][CH2:34][O:35][CH2:36][C:37]([O:39]C(C)(C)C)=[O:38])[CH2:19][C:20]=2[CH:21]=1)[C@H:16]1[C@@:12]([CH3:48])([C@@H:13]([O:44]COC)[CH2:14][CH2:15]1)[CH2:11][CH2:10]3.Cl, predict the reaction product. The product is: [OH:4][C:5]1[CH:6]=[CH:7][C:8]2[C@@H:9]3[C@@H:17]([C@H:18]([CH2:22][CH2:23][CH2:24][CH2:25][O:26][CH2:27][CH2:28][O:29][CH2:30][CH2:31][O:32][CH2:33][CH2:34][O:35][CH2:36][C:37]([OH:39])=[O:38])[CH2:19][C:20]=2[CH:21]=1)[C@H:16]1[C@@:12]([CH3:48])([C@@H:13]([OH:44])[CH2:14][CH2:15]1)[CH2:11][CH2:10]3.